Dataset: Ames mutagenicity test results for genotoxicity prediction. Task: Regression/Classification. Given a drug SMILES string, predict its toxicity properties. Task type varies by dataset: regression for continuous values (e.g., LD50, hERG inhibition percentage) or binary classification for toxic/non-toxic outcomes (e.g., AMES mutagenicity, cardiotoxicity, hepatotoxicity). Dataset: ames. The drug is O=NN(c1ccc([N+](=O)[O-])cc1)[C@@H]1O[C@H](CO)[C@@H](O)[C@H]1O. The result is 1 (mutagenic).